From a dataset of Full USPTO retrosynthesis dataset with 1.9M reactions from patents (1976-2016). Predict the reactants needed to synthesize the given product. (1) Given the product [F:1][C:2]1[CH:3]=[C:4]([C@H:8]2[C@@H:17]([C:18]3[CH:23]=[CH:22][C:21]([O:24][CH2:25][CH2:26][N:27]4[CH2:28][CH2:29][CH2:30][CH2:31]4)=[CH:20][CH:19]=3)[C:16]3[C:11](=[CH:12][C:13]([OH:32])=[CH:14][CH:15]=3)[O:10][CH2:9]2)[CH:5]=[CH:6][CH:7]=1, predict the reactants needed to synthesize it. The reactants are: [F:1][C:2]1[CH:3]=[C:4]([C@H:8]2[C@@H:17]([C:18]3[CH:23]=[CH:22][C:21]([O:24][CH2:25][CH2:26][N:27]4[CH2:31][CH2:30][CH2:29][CH2:28]4)=[CH:20][CH:19]=3)[C:16]3[C:11](=[CH:12][C:13]([O:32]C)=[CH:14][CH:15]=3)[O:10][CH2:9]2)[CH:5]=[CH:6][CH:7]=1.Cl.N1C=CC=CC=1. (2) Given the product [C:25]([O:24][C:22]([N:14]([C:15]([O:17][C:18]([CH3:20])([CH3:19])[CH3:21])=[O:16])[C:8]1[C:9]([O:12][CH3:13])=[CH:10][CH:11]=[C:6]([C:5](=[O:29])[CH2:30][CH3:31])[N:7]=1)=[O:23])([CH3:26])([CH3:27])[CH3:28], predict the reactants needed to synthesize it. The reactants are: COCN[C:5](=[O:29])[C:6]1[CH:11]=[CH:10][C:9]([O:12][CH3:13])=[C:8]([N:14]([C:22]([O:24][C:25]([CH3:28])([CH3:27])[CH3:26])=[O:23])[C:15]([O:17][C:18]([CH3:21])([CH3:20])[CH3:19])=[O:16])[N:7]=1.[CH2:30]([Mg]Br)[CH3:31].C1COCC1.[Cl-].[NH4+]. (3) The reactants are: [Cl:1][C:2]1[CH:7]=[CH:6][C:5]([CH:8]([C:27]2[CH:32]=[CH:31][C:30]([Cl:33])=[CH:29][CH:28]=2)[C:9]2[CH:10]=[C:11]3[C:16](=[CH:17][CH:18]=2)[NH:15][C:14](=[O:19])[CH:13]=[C:12]3[NH:20][CH:21]2[CH2:26][CH2:25][NH:24][CH2:23][CH2:22]2)=[CH:4][CH:3]=1.[C:34]([O:38][C:39]([CH3:42])([CH3:41])[CH3:40])(=[O:37])[CH:35]=[CH2:36]. Given the product [Cl:33][C:30]1[CH:29]=[CH:28][C:27]([CH:8]([C:5]2[CH:6]=[CH:7][C:2]([Cl:1])=[CH:3][CH:4]=2)[C:9]2[CH:10]=[C:11]3[C:16](=[CH:17][CH:18]=2)[NH:15][C:14](=[O:19])[CH:13]=[C:12]3[NH:20][CH:21]2[CH2:22][CH2:23][N:24]([CH2:36][CH2:35][C:34]([O:38][C:39]([CH3:42])([CH3:41])[CH3:40])=[O:37])[CH2:25][CH2:26]2)=[CH:32][CH:31]=1, predict the reactants needed to synthesize it.